From a dataset of HIV replication inhibition screening data with 41,000+ compounds from the AIDS Antiviral Screen. Binary Classification. Given a drug SMILES string, predict its activity (active/inactive) in a high-throughput screening assay against a specified biological target. The drug is CC(=O)OC1CCC2C3CCC(C(C)=O)C(C(=O)O)C3CCC12C. The result is 0 (inactive).